Predict the product of the given reaction. From a dataset of Forward reaction prediction with 1.9M reactions from USPTO patents (1976-2016). (1) Given the reactants [F:1][C:2]1[CH:7]=[C:6]([O:8]C)[CH:5]=[C:4]([F:10])[CH:3]=1.Cl[C:12](=[O:25])[CH2:13][C:14]1[CH:23]=[CH:22][C:17]([C:18]([O:20]C)=[O:19])=[CH:16][C:15]=1[F:24], predict the reaction product. The product is: [F:1][C:2]1[CH:7]=[C:6]([OH:8])[CH:5]=[C:4]([F:10])[C:3]=1[C:12](=[O:25])[CH2:13][C:14]1[CH:23]=[CH:22][C:17]([C:18]([OH:20])=[O:19])=[CH:16][C:15]=1[F:24]. (2) Given the reactants [CH3:1][N:2]1[C:8]2[CH:9]=[CH:10][CH:11]=[CH:12][C:7]=2[CH2:6][N:5](C(=O)C(F)(F)F)[C:4]2[CH:19]=[CH:20][CH:21]=[CH:22][C:3]1=2.[OH-].[Na+], predict the reaction product. The product is: [CH3:1][N:2]1[C:8]2[CH:9]=[CH:10][CH:11]=[CH:12][C:7]=2[CH2:6][NH:5][C:4]2[CH:19]=[CH:20][CH:21]=[CH:22][C:3]1=2. (3) Given the reactants [CH3:1][C:2]([CH:6]1[O:10][O:9][C:7]1=[O:8])([CH2:4]O)[CH3:3].O.C1(C)C=CC(S(O)(=O)=O)=CC=1.[O:23]1[CH:28]=[CH:27][CH2:26][CH2:25][CH2:24]1.O, predict the reaction product. The product is: [CH3:3][C:2]1([CH3:1])[CH2:4][O:9][C:7](=[O:8])[C@@H:6]1[O:10][CH:24]1[CH2:25][CH2:26][CH2:27][CH2:28][O:23]1. (4) Given the reactants C([O:5][C:6](=[O:29])[CH2:7][N:8]([CH2:10][C:11]1[N:12]=[C:13]([NH:16][C:17]([NH:19][CH2:20][C:21]2[CH:26]=[CH:25][C:24]([Cl:27])=[C:23]([Cl:28])[CH:22]=2)=[O:18])[S:14][CH:15]=1)[CH3:9])(C)(C)C.FC(F)(F)C(O)=O, predict the reaction product. The product is: [ClH:27].[Cl:28][C:23]1[CH:22]=[C:21]([CH:26]=[CH:25][C:24]=1[Cl:27])[CH2:20][NH:19][C:17](=[O:18])[NH:16][C:13]1[S:14][CH:15]=[C:11]([CH2:10][N:8]([CH2:7][C:6]([OH:29])=[O:5])[CH3:9])[N:12]=1. (5) Given the reactants Br[C:2]1[CH:7]=[CH:6][C:5]([CH2:8][C:9]([NH:11][C:12]2[S:13][C:14]([C:21]3([CH3:24])[CH2:23][CH2:22]3)=[C:15]([CH2:17][N:18]([CH3:20])[CH3:19])[N:16]=2)=[O:10])=[C:4]([F:25])[CH:3]=1.[N:26]1[CH:31]=[CH:30][C:29]([C:32]2[CH:37]=[CH:36][N:35]3[CH:38]=[CH:39][N:40]=[C:34]3[CH:33]=2)=[CH:28][CH:27]=1.C([O-])(=O)C.[K+].C(C1C=C(C(C)(C)C)C=CC=1OP(OC1C=CC(C(C)(C)C)=CC=1C(C)(C)C)OC1C=CC(C(C)(C)C)=CC=1C(C)(C)C)(C)(C)C, predict the reaction product. The product is: [CH3:19][N:18]([CH2:17][C:15]1[N:16]=[C:12]([NH:11][C:9](=[O:10])[CH2:8][C:5]2[CH:6]=[CH:7][C:2]([C:38]3[N:35]4[CH:36]=[CH:37][C:32]([C:29]5[CH:30]=[CH:31][N:26]=[CH:27][CH:28]=5)=[CH:33][C:34]4=[N:40][CH:39]=3)=[CH:3][C:4]=2[F:25])[S:13][C:14]=1[C:21]1([CH3:24])[CH2:23][CH2:22]1)[CH3:20]. (6) Given the reactants [Cl:1][C:2]1[CH:11]=[C:10]2[C:5]([C:6]([N:12]3[CH2:17][CH2:16][N:15]([C:18](=[N:26][C:27]#[N:28])[O:19][C:20]4C=CC=C[CH:21]=4)[CH2:14][CH2:13]3)=[CH:7][CH:8]=[N:9]2)=[CH:4][CH:3]=1.CC(C)([O-])C.[K+], predict the reaction product. The product is: [Cl:1][C:2]1[CH:11]=[C:10]2[C:5]([C:6]([N:12]3[CH2:17][CH2:16][N:15]([C:18](=[N:26][C:27]#[N:28])[O:19][CH2:20][CH3:21])[CH2:14][CH2:13]3)=[CH:7][CH:8]=[N:9]2)=[CH:4][CH:3]=1. (7) Given the reactants Br[C:2]1[CH:3]=[C:4]2[C:9](=[CH:10][CH:11]=1)[N:8]=[C:7]([CH2:12][CH3:13])[N:6]([CH3:14])[C:5]2=[O:15].[C-:16]#[N:17].[K+], predict the reaction product. The product is: [CH2:12]([C:7]1[N:6]([CH3:14])[C:5](=[O:15])[C:4]2[C:9](=[CH:10][CH:11]=[C:2]([C:16]#[N:17])[CH:3]=2)[N:8]=1)[CH3:13]. (8) Given the reactants C(=O)([O-])[O-].[K+].[K+].Br[CH2:8][CH2:9][C:10]1[CH:15]=[CH:14][CH:13]=[CH:12][CH:11]=1.[C:16]([NH:24][C:25]1[CH:34]=[C:33]([OH:35])[CH:32]=[CH:31][C:26]=1[C:27]([O:29][CH3:30])=[O:28])(=[O:23])[C:17]1[CH:22]=[CH:21][CH:20]=[CH:19][CH:18]=1.Cl, predict the reaction product. The product is: [C:16]([NH:24][C:25]1[CH:34]=[C:33]([O:35][CH2:8][CH2:9][C:10]2[CH:15]=[CH:14][CH:13]=[CH:12][CH:11]=2)[CH:32]=[CH:31][C:26]=1[C:27]([O:29][CH3:30])=[O:28])(=[O:23])[C:17]1[CH:18]=[CH:19][CH:20]=[CH:21][CH:22]=1.